This data is from Forward reaction prediction with 1.9M reactions from USPTO patents (1976-2016). The task is: Predict the product of the given reaction. Given the reactants [CH3:1][N:2]([CH:14]1[CH2:19][CH2:18][C:17](=O)[CH2:16][CH2:15]1)[C:3]([C:5]1[CH:13]=[CH:12][C:8]2=[N:9][O:10][N:11]=[C:7]2[CH:6]=1)=[O:4].Cl.[NH2:22][OH:23].C(N(CC)CC)C, predict the reaction product. The product is: [OH:23][N:22]=[C:17]1[CH2:18][CH2:19][CH:14]([N:2]([CH3:1])[C:3]([C:5]2[CH:13]=[CH:12][C:8]3=[N:9][O:10][N:11]=[C:7]3[CH:6]=2)=[O:4])[CH2:15][CH2:16]1.